This data is from Full USPTO retrosynthesis dataset with 1.9M reactions from patents (1976-2016). The task is: Predict the reactants needed to synthesize the given product. (1) Given the product [Br:1][C:2]1[CH:10]=[CH:9][C:5]([C:6]([N:45]2[CH2:50][CH2:49][O:48][CH2:47][CH2:46]2)=[O:8])=[C:4]([CH2:11][O:12][Si:13]([C:16]([CH3:19])([CH3:18])[CH3:17])([CH3:15])[CH3:14])[CH:3]=1, predict the reactants needed to synthesize it. The reactants are: [Br:1][C:2]1[CH:10]=[CH:9][C:5]([C:6]([OH:8])=O)=[C:4]([CH2:11][O:12][Si:13]([C:16]([CH3:19])([CH3:18])[CH3:17])([CH3:15])[CH3:14])[CH:3]=1.CN(C(ON1N=NC2C=CC=NC1=2)=[N+](C)C)C.F[P-](F)(F)(F)(F)F.C[N:45]1[CH2:50][CH2:49][O:48][CH2:47][CH2:46]1.N1CCOCC1. (2) Given the product [Cl:1][C:2]1[CH:3]=[C:4]([CH:33]=[CH:34][C:35]=1[F:36])[CH2:5][N:6]1[CH2:15][CH2:14][C:13]2[C:8](=[C:9]([O:30][CH3:31])[C:10](=[O:29])[N:11]3[CH2:21][CH2:20][CH2:19][CH2:18][N:17]([CH2:22][CH2:23][N:37]4[CH2:42][CH2:41][O:40][CH2:39][CH2:38]4)[C:16](=[O:28])[C:12]3=2)[C:7]1=[O:32], predict the reactants needed to synthesize it. The reactants are: [Cl:1][C:2]1[CH:3]=[C:4]([CH:33]=[CH:34][C:35]=1[F:36])[CH2:5][N:6]1[CH2:15][CH2:14][C:13]2[C:8](=[C:9]([O:30][CH3:31])[C:10](=[O:29])[N:11]3[CH2:21][CH2:20][CH2:19][CH2:18][N:17]([CH2:22][CH2:23]S(C)(=O)=O)[C:16](=[O:28])[C:12]3=2)[C:7]1=[O:32].[NH:37]1[CH2:42][CH2:41][O:40][CH2:39][CH2:38]1.C(N(C(C)C)CC)(C)C. (3) Given the product [CH2:1]([C@:4]1([CH2:37][CH2:38][O:39][Si:48]([CH:52]([CH3:54])[CH3:53])([CH:49]([CH3:51])[CH3:50])[CH:46]([CH3:47])[CH3:45])[CH2:9][C@H:8]([C:10]2[CH:15]=[CH:14][CH:13]=[C:12]([Cl:16])[CH:11]=2)[C@@H:7]([C:17]2[CH:22]=[CH:21][C:20]([Cl:23])=[CH:19][CH:18]=2)[N:6]([C@@H:24]([CH2:34][CH3:35])[CH2:25][N:26]([CH3:33])[S:27]([CH:30]2[CH2:32][CH2:31]2)(=[O:28])=[O:29])[C:5]1=[O:36])[CH:2]=[CH2:3], predict the reactants needed to synthesize it. The reactants are: [CH2:1]([C@:4]1([CH2:37][CH2:38][OH:39])[CH2:9][C@H:8]([C:10]2[CH:15]=[CH:14][CH:13]=[C:12]([Cl:16])[CH:11]=2)[C@@H:7]([C:17]2[CH:22]=[CH:21][C:20]([Cl:23])=[CH:19][CH:18]=2)[N:6]([C@@H:24]([CH2:34][CH3:35])[CH2:25][N:26]([CH3:33])[S:27]([CH:30]2[CH2:32][CH2:31]2)(=[O:29])=[O:28])[C:5]1=[O:36])[CH:2]=[CH2:3].N1C=CN=C1.[CH3:45][CH:46]([Si:48](Cl)([CH:52]([CH3:54])[CH3:53])[CH:49]([CH3:51])[CH3:50])[CH3:47]. (4) The reactants are: C([O:3][C:4]([C:6]1([NH:17][C:18]([C:20]2[C:29]3[CH2:28][CH2:27][CH2:26][CH2:25][C:24]=3[CH:23]=[CH:22][CH:21]=2)=[O:19])[CH2:14][C:13]2[C:8](=[CH:9][CH:10]=[C:11]([O:15][CH3:16])[CH:12]=2)[CH2:7]1)=[O:5])C.[OH-].[K+].O. Given the product [CH3:16][O:15][C:11]1[CH:12]=[C:13]2[C:8](=[CH:9][CH:10]=1)[CH2:7][C:6]([NH:17][C:18]([C:20]1[C:29]3[CH2:28][CH2:27][CH2:26][CH2:25][C:24]=3[CH:23]=[CH:22][CH:21]=1)=[O:19])([C:4]([OH:5])=[O:3])[CH2:14]2, predict the reactants needed to synthesize it. (5) Given the product [C:1]1([C:7]2[O:8][C:9]([C:15]([F:18])([F:17])[F:16])=[C:10]([C:12]([NH:43][C:44]3[CH:45]=[CH:46][C:47]([C:50]4[CH:55]=[CH:54][C:53]([C:56]([C@@H:58]5[CH2:62][CH2:61][CH2:60][C@H:59]5[C:63]([OH:65])=[O:64])=[O:57])=[CH:52][CH:51]=4)=[CH:48][CH:49]=3)=[O:14])[N:11]=2)[CH:2]=[CH:3][CH:4]=[CH:5][CH:6]=1, predict the reactants needed to synthesize it. The reactants are: [C:1]1([C:7]2[O:8][C:9]([C:15]([F:18])([F:17])[F:16])=[C:10]([C:12]([OH:14])=O)[N:11]=2)[CH:6]=[CH:5][CH:4]=[CH:3][CH:2]=1.F[P-](F)(F)(F)(F)F.Br[P+](N1CCCC1)(N1CCCC1)N1CCCC1.[NH2:43][C:44]1[CH:49]=[CH:48][C:47]([C:50]2[CH:55]=[CH:54][C:53]([C:56]([C@@H:58]3[CH2:62][CH2:61][CH2:60][C@H:59]3[C:63]([OH:65])=[O:64])=[O:57])=[CH:52][CH:51]=2)=[CH:46][CH:45]=1.C(N(C(C)C)CC)(C)C. (6) Given the product [CH3:8][S:7][C:4]1[S:3][C:2]([C:15]2[CH:14]=[C:13]3[C:18](=[CH:17][CH:16]=2)[CH:9]=[N:10][CH:11]=[CH:12]3)=[N:6][N:5]=1, predict the reactants needed to synthesize it. The reactants are: Br[C:2]1[S:3][C:4]([S:7][CH3:8])=[N:5][N:6]=1.[CH:9]1[C:18]2[C:13](=[CH:14][C:15](B(O)O)=[CH:16][CH:17]=2)[CH:12]=[CH:11][N:10]=1.C([O-])([O-])=O.[Na+].[Na+]. (7) Given the product [CH2:32]([C:11]1[N:12]([CH2:13][C:14]2[CH:19]=[CH:18][C:17]([C:20]3[CH:25]=[CH:24][CH:23]=[CH:22][C:21]=3[C:26]3[NH:30][C:29](=[O:31])[O:28][N:27]=3)=[CH:16][CH:15]=2)[C:8]([C:6]([OH:7])=[O:5])=[C:9]([C:36]2[CH:41]=[CH:40][C:39]([F:42])=[CH:38][CH:37]=2)[N:10]=1)[CH2:33][CH2:34][CH3:35], predict the reactants needed to synthesize it. The reactants are: O.[OH-].[Li+].C[O:5][C:6]([C:8]1[N:12]([CH2:13][C:14]2[CH:19]=[CH:18][C:17]([C:20]3[CH:25]=[CH:24][CH:23]=[CH:22][C:21]=3[C:26]3[NH:30][C:29](=[O:31])[O:28][N:27]=3)=[CH:16][CH:15]=2)[C:11]([CH2:32][CH2:33][CH2:34][CH3:35])=[N:10][C:9]=1[C:36]1[CH:41]=[CH:40][C:39]([F:42])=[CH:38][CH:37]=1)=[O:7].Cl. (8) Given the product [Cl:32][C:33]1[CH:38]=[CH:37][C:36]([CH2:39][N:40]2[CH2:45][CH2:44][N:43]([C:12]([O:8][CH:3]([C:4]([F:7])([F:6])[F:5])[C:2]([F:10])([F:9])[F:1])=[O:14])[CH2:42][CH2:41]2)=[C:35]([N:46]2[CH2:51][CH2:50][CH:49]([C:52]([N:54]3[CH2:58][CH2:57][CH2:56][CH2:55]3)=[O:53])[CH2:48][CH2:47]2)[CH:34]=1, predict the reactants needed to synthesize it. The reactants are: [F:1][C:2]([F:10])([F:9])[CH:3]([OH:8])[C:4]([F:7])([F:6])[F:5].Cl[C:12](Cl)([O:14]C(=O)OC(Cl)(Cl)Cl)Cl.CCN(C(C)C)C(C)C.[Cl:32][C:33]1[CH:38]=[CH:37][C:36]([CH2:39][N:40]2[CH2:45][CH2:44][NH:43][CH2:42][CH2:41]2)=[C:35]([N:46]2[CH2:51][CH2:50][CH:49]([C:52]([N:54]3[CH2:58][CH2:57][CH2:56][CH2:55]3)=[O:53])[CH2:48][CH2:47]2)[CH:34]=1.